Dataset: Catalyst prediction with 721,799 reactions and 888 catalyst types from USPTO. Task: Predict which catalyst facilitates the given reaction. (1) Reactant: [N:1]1[C:10]2[C:5](=[CH:6][CH:7]=[CH:8][CH:9]=2)[N:4]=[CH:3][C:2]=1[OH:11].[CH2:12]([O:14][C:15](=[O:18])[CH2:16]Cl)[CH3:13]. Product: [N:1]1[C:10]2[C:5](=[CH:6][CH:7]=[CH:8][CH:9]=2)[N:4]=[CH:3][C:2]=1[O:11][CH2:16][C:15]([O:14][CH2:12][CH3:13])=[O:18]. The catalyst class is: 21. (2) Reactant: [Br:1][C:2]1[CH:7]=[C:6]([F:8])[C:5]([N+:9]([O-:11])=[O:10])=[CH:4][C:3]=1[OH:12].[C:13](=O)([O-])[O-].[K+].[K+].CI. Product: [Br:1][C:2]1[CH:7]=[C:6]([F:8])[C:5]([N+:9]([O-:11])=[O:10])=[CH:4][C:3]=1[O:12][CH3:13]. The catalyst class is: 21.